Dataset: Forward reaction prediction with 1.9M reactions from USPTO patents (1976-2016). Task: Predict the product of the given reaction. (1) Given the reactants [CH3:1][S:2]([N:5]1[CH2:10][CH2:9][N:8]([C:11]2[N:16]=[CH:15][C:14]([OH:17])=[CH:13][CH:12]=2)[CH2:7][CH2:6]1)(=[O:4])=[O:3].C([O-])([O-])=O.[K+].[K+].[F:24][C:25]([F:45])([F:44])[C:26](F)(F)C(F)(F)C(F)(F)S(O[CH2:26][C:25]([F:45])([F:44])[F:24])(=O)=O.FC(F)(F)S(OCC(F)(F)F)(=O)=O, predict the reaction product. The product is: [CH3:1][S:2]([N:5]1[CH2:6][CH2:7][N:8]([C:11]2[CH:12]=[CH:13][C:14]([O:17][CH2:26][C:25]([F:45])([F:44])[F:24])=[CH:15][N:16]=2)[CH2:9][CH2:10]1)(=[O:4])=[O:3]. (2) Given the reactants [N+:1]([C:4]1[CH:12]=[C:8]([C:9]([OH:11])=[O:10])[C:7]([OH:13])=[CH:6][CH:5]=1)([O-:3])=[O:2].F[C:15](F)(F)[C:16](O)=O.F[C:22](F)(F)C(OC(=O)C(F)(F)F)=O, predict the reaction product. The product is: [N+:1]([C:4]1[CH:5]=[CH:6][C:7]2[O:13][C:15]([CH3:16])([CH3:22])[O:10][C:9](=[O:11])[C:8]=2[CH:12]=1)([O-:3])=[O:2]. (3) Given the reactants C([O:8][C:9]1[CH:14]=[CH:13][C:12]([C:15]2[N:16]=[CH:17][C:18]([C:21]([O:23][CH3:24])=[O:22])=[N:19][CH:20]=2)=[C:11]([F:25])[CH:10]=1)C1C=CC=CC=1, predict the reaction product. The product is: [F:25][C:11]1[CH:10]=[C:9]([OH:8])[CH:14]=[CH:13][C:12]=1[C:15]1[N:16]=[CH:17][C:18]([C:21]([O:23][CH3:24])=[O:22])=[N:19][CH:20]=1. (4) Given the reactants C([O:8][C:9]1[CH:14]=[CH:13][C:12]([C:15]2[N:19]=[C:18]([CH2:20][O:21][C:22]3[C:23]([F:32])=[C:24]([C:28]([F:31])=[CH:29][CH:30]=3)[C:25]([NH2:27])=[O:26])[S:17][N:16]=2)=[CH:11][CH:10]=1)C1C=CC=CC=1.CS(O)(=O)=O, predict the reaction product. The product is: [F:32][C:23]1[C:22]([O:21][CH2:20][C:18]2[S:17][N:16]=[C:15]([C:12]3[CH:13]=[CH:14][C:9]([OH:8])=[CH:10][CH:11]=3)[N:19]=2)=[CH:30][CH:29]=[C:28]([F:31])[C:24]=1[C:25]([NH2:27])=[O:26].